This data is from Reaction yield outcomes from USPTO patents with 853,638 reactions. The task is: Predict the reaction yield, written as a fraction of the theoretical maximum amount of product (1.0 means a 100% yield; for example, 0.34 means a 34% yield). (1) The reactants are [CH2:1]([N:3]([CH2:11][C:12]1[N:13]=[C:14]2[S:21][C:20]([CH3:22])=[C:19]([CH2:23]O)[N:15]2[C:16](=[O:18])[CH:17]=1)[C:4]1[CH:9]=[CH:8][C:7]([F:10])=[CH:6][CH:5]=1)[CH3:2].[NH:25]1[CH:29]=[CH:28][CH:27]=[N:26]1.C1(P(C2C=CC=CC=2)C2C=CC=CC=2)C=CC=CC=1.N(C(OC(C)C)=O)=NC(OC(C)C)=O. The catalyst is O1CCCC1. The product is [CH2:1]([N:3]([CH2:11][C:12]1[N:13]=[C:14]2[S:21][C:20]([CH3:22])=[C:19]([CH2:23][N:25]3[CH:29]=[CH:28][CH:27]=[N:26]3)[N:15]2[C:16](=[O:18])[CH:17]=1)[C:4]1[CH:9]=[CH:8][C:7]([F:10])=[CH:6][CH:5]=1)[CH3:2]. The yield is 0.0800. (2) The yield is 0.790. The reactants are [CH3:1][N:2]([C:20]1[CH:21]=[CH:22][CH:23]=[CH:24][N:25]=1)[CH2:3][CH2:4][O:5][C:6]1[CH:7]=[CH:8][C:9]([CH2:12][CH:13]2[S:19][C:17](=[O:18])[NH:16][C:14]2=[O:15])=[CH:10][CH:11]=1.[C:26]([OH:33])(=[O:32])/[CH:27]=[CH:28]\[C:29]([OH:31])=[O:30].O. The product is [CH3:1][N:2]([C:20]1[CH:21]=[CH:22][CH:23]=[CH:24][N:25]=1)[CH2:3][CH2:4][O:5][C:6]1[CH:11]=[CH:10][C:9]([CH2:12][CH:13]2[S:19][C:17](=[O:18])[NH:16][C:14]2=[O:15])=[CH:8][CH:7]=1.[CH:27](/[C:26]([OH:33])=[O:32])=[CH:28]/[C:29]([OH:31])=[O:30]. The catalyst is C(O)C. (3) The reactants are [CH2:1]([N:7]1[C:15]2[C:10](=[CH:11][CH:12]=[CH:13][CH:14]=2)[C:9]([CH2:26][C:27]([O-:29])=[O:28])([C:16]2[C:24](O)=[CH:23][C:19]3[O:20][CH2:21][O:22][C:18]=3[CH:17]=2)[C:8]1=[O:30])[CH2:2][CH2:3][CH2:4][CH2:5][CH3:6].[OH-].[Li+]. The catalyst is C1COCC1.O. The product is [CH2:1]([N:7]1[C:15]2[C:10](=[CH:11][CH:12]=[CH:13][CH:14]=2)[C:9]2([C:16]3[CH:17]=[C:18]4[O:22][CH2:21][O:20][C:19]4=[CH:23][C:24]=3[O:29][C:27](=[O:28])[CH2:26]2)[C:8]1=[O:30])[CH2:2][CH2:3][CH2:4][CH2:5][CH3:6]. The yield is 0.530. (4) The reactants are [CH3:1][O:2][C:3]1[CH:4]=[CH:5][C:6]2[O:11][CH2:10][C:9](=[O:12])[NH:8][C:7]=2[CH:13]=1.Br[CH2:15][C@@H:16]([CH3:26])[CH2:17][O:18][Si:19]([C:22]([CH3:25])([CH3:24])[CH3:23])([CH3:21])[CH3:20].C([O-])([O-])=O.[Cs+].[Cs+]. The catalyst is CCCCCCC.CCOC(C)=O. The product is [Si:19]([O:18][CH2:17][C@@H:16]([CH3:26])[CH2:15][N:8]1[C:7]2[CH:13]=[C:3]([O:2][CH3:1])[CH:4]=[CH:5][C:6]=2[O:11][CH2:10][C:9]1=[O:12])([C:22]([CH3:23])([CH3:24])[CH3:25])([CH3:20])[CH3:21]. The yield is 0.800. (5) The product is [CH:1]1([N:5]2[CH2:6][CH2:7][CH:8]([O:11][C:12]3[CH:13]=[CH:14][C:15]([CH2:16][NH2:17])=[CH:18][CH:19]=3)[CH2:9][CH2:10]2)[CH2:4][CH2:3][CH2:2]1. The catalyst is O1CCCC1. The yield is 0.862. The reactants are [CH:1]1([N:5]2[CH2:10][CH2:9][CH:8]([O:11][C:12]3[CH:19]=[CH:18][C:15]([C:16]#[N:17])=[CH:14][CH:13]=3)[CH2:7][CH2:6]2)[CH2:4][CH2:3][CH2:2]1.[H-].[Al+3].[Li+].[H-].[H-].[H-]. (6) The reactants are [CH3:1][C:2]1[CH:3]=[C:4]([C:7]2[C:8]([C:27]3[CH:32]=[CH:31][CH:30]=[CH:29][CH:28]=3)=[C:9]([C:13]([CH:15]([C:17]3[CH:22]=[CH:21][C:20]([O:23][CH3:24])=[C:19]([O:25][CH3:26])[CH:18]=3)[OH:16])=[O:14])[CH:10]=[CH:11][CH:12]=2)[S:5][CH:6]=1.[Bi]=O. The catalyst is C(O)(=O)C. The product is [CH3:1][C:2]1[CH:3]=[C:4]([C:7]2[C:8]([C:27]3[CH:28]=[CH:29][CH:30]=[CH:31][CH:32]=3)=[C:9]([C:13]([C:15]([C:17]3[CH:22]=[CH:21][C:20]([O:23][CH3:24])=[C:19]([O:25][CH3:26])[CH:18]=3)=[O:16])=[O:14])[CH:10]=[CH:11][CH:12]=2)[S:5][CH:6]=1. The yield is 0.900. (7) The reactants are [CH3:1][O:2][C:3]1[CH:4]=[C:5]([CH:9]=[CH:10][CH:11]=1)[C:6]([OH:8])=O.[NH:12]1[C:16]2[CH:17]=[CH:18][CH:19]=[CH:20][C:15]=2[N:14]=[C:13]1[C:21]1[C:25]([NH2:26])=[CH:24][NH:23][N:22]=1.C(Cl)CCl.C1C=CC2N(O)N=NC=2C=1. The catalyst is CS(C)=O.O. The product is [NH:14]1[C:15]2[CH:20]=[CH:19][CH:18]=[CH:17][C:16]=2[N:12]=[C:13]1[C:21]1[C:25]([NH:26][C:6](=[O:8])[C:5]2[CH:9]=[CH:10][CH:11]=[C:3]([O:2][CH3:1])[CH:4]=2)=[CH:24][NH:23][N:22]=1. The yield is 0.130. (8) The product is [C:1]1([C@@H:7]([NH:10][C:11]([C:13]2[C:22]3[C:17](=[CH:18][CH:19]=[CH:20][CH:21]=3)[C:16](=[O:23])[N:15]([C:24]3[CH:29]=[CH:28][CH:27]=[CH:26][CH:25]=3)[C:14]=2[CH2:30][C:32]#[N:33])=[O:12])[CH2:8][CH3:9])[CH:6]=[CH:5][CH:4]=[CH:3][CH:2]=1. The catalyst is C1COCC1.CN(C=O)C. The yield is 0.680. The reactants are [C:1]1([C@@H:7]([NH:10][C:11]([C:13]2[C:22]3[C:17](=[CH:18][CH:19]=[CH:20][CH:21]=3)[C:16](=[O:23])[N:15]([C:24]3[CH:29]=[CH:28][CH:27]=[CH:26][CH:25]=3)[C:14]=2[CH2:30]Br)=[O:12])[CH2:8][CH3:9])[CH:6]=[CH:5][CH:4]=[CH:3][CH:2]=1.[C-:32]#[N:33].[Na+].O.CCCCCCC. (9) The reactants are [H-].[H-].[H-].[H-].[Li+].[Al+3].[CH:7]1[C:16]2[CH2:15][CH2:14][CH2:13][CH2:12][C:11]=2[CH:10]=[CH:9][C:8]=1[C:17](O)=[O:18].O.[OH-].[K+]. The catalyst is C1COCC1. The product is [CH2:12]1[C:11]2[C:16](=[CH:7][C:8]([CH2:17][OH:18])=[CH:9][CH:10]=2)[CH2:15][CH2:14][CH2:13]1. The yield is 0.980.